Dataset: Forward reaction prediction with 1.9M reactions from USPTO patents (1976-2016). Task: Predict the product of the given reaction. (1) Given the reactants C(OC)(=O)[C@@H](C)O.[CH2:8]([C:15]1[CH:26]=[CH:25][C:18]([O:19][CH:20]([CH3:24])[C:21]([OH:23])=[O:22])=[CH:17][CH:16]=1)[C:9]1[CH:14]=[CH:13][CH:12]=[CH:11][CH:10]=1, predict the reaction product. The product is: [CH2:8]([C:15]1[CH:16]=[CH:17][C:18]([O:19][C@H:20]([CH3:24])[C:21]([OH:23])=[O:22])=[CH:25][CH:26]=1)[C:9]1[CH:10]=[CH:11][CH:12]=[CH:13][CH:14]=1. (2) Given the reactants [CH3:1][Mg+].[Br-].[CH3:4][O:5][C:6](=[O:29])[C:7]1[CH:12]=[C:11]([C:13](=[O:15])[CH3:14])[C:10]([NH:16][CH:17]=[O:18])=[C:9]([F:19])[C:8]=1[NH:20][C:21]1[CH:26]=[CH:25][C:24]([Br:27])=[CH:23][C:22]=1[F:28], predict the reaction product. The product is: [CH3:4][O:5][C:6](=[O:29])[C:7]1[CH:12]=[C:11]([C:13]([OH:15])([CH3:1])[CH3:14])[C:10]([NH:16][CH:17]=[O:18])=[C:9]([F:19])[C:8]=1[NH:20][C:21]1[CH:26]=[CH:25][C:24]([Br:27])=[CH:23][C:22]=1[F:28]. (3) Given the reactants [CH2:1]([NH2:4])[CH2:2][NH2:3].[F:5][C:6]1[CH:11]=[CH:10][C:9]([C:12](=O)[C:13]([O:15]CC)=O)=[C:8]([O:19][CH3:20])[CH:7]=1, predict the reaction product. The product is: [F:5][C:6]1[CH:11]=[CH:10][C:9]([C:12]2[C:13](=[O:15])[NH:3][CH2:2][CH2:1][N:4]=2)=[C:8]([O:19][CH3:20])[CH:7]=1. (4) The product is: [C:1]([NH:4][C:5]1[N:9]([C:10]2[CH:15]=[C:14]([S:16][CH2:17][C:18]([F:19])([F:20])[F:21])[C:13]([CH3:22])=[CH:12][C:11]=2[F:23])[N:8]=[C:7]([O:24][C:40]([F:54])([F:39])[C:41]([F:52])([F:53])[C:42]([F:50])([F:51])[C:43]([F:48])([F:49])[C:44]([F:47])([F:46])[F:45])[CH:6]=1)(=[O:3])[CH3:2]. Given the reactants [C:1]([NH:4][C:5]1[N:9]([C:10]2[CH:15]=[C:14]([S:16][CH2:17][C:18]([F:21])([F:20])[F:19])[C:13]([CH3:22])=[CH:12][C:11]=2[F:23])[N:8]=[C:7]([OH:24])[CH:6]=1)(=[O:3])[CH3:2].N1C=CC=CC=1.FC(F)(F)S([O-])(=O)=O.[F:39][C:40]([I+]C1C=CC=CC=1)([F:54])[C:41]([F:53])([F:52])[C:42]([F:51])([F:50])[C:43]([F:49])([F:48])[C:44]([F:47])([F:46])[F:45], predict the reaction product. (5) Given the reactants CN(C)C=O.[CH3:6][O:7][C:8]1[CH:9]=[C:10]2[C:15](=[CH:16][C:17]=1[OH:18])[N:14]=[CH:13][CH:12]=[C:11]2[O:19][C:20]1[C:21]([CH3:30])=[N:22][C:23]2[C:28]([CH:29]=1)=[CH:27][CH:26]=[CH:25][CH:24]=2.Br[CH2:32][C:33]([NH2:35])=[O:34].C(=O)([O-])[O-].[K+].[K+], predict the reaction product. The product is: [CH3:6][O:7][C:8]1[CH:9]=[C:10]2[C:15](=[CH:16][C:17]=1[O:18][CH2:32][C:33]([NH2:35])=[O:34])[N:14]=[CH:13][CH:12]=[C:11]2[O:19][C:20]1[C:21]([CH3:30])=[N:22][C:23]2[C:28]([CH:29]=1)=[CH:27][CH:26]=[CH:25][CH:24]=2. (6) Given the reactants [N:1]1[CH:6]=[CH:5][CH:4]=[CH:3][C:2]=1[N:7]1[C:15]2[CH2:14][CH2:13][NH:12][CH2:11][C:10]=2[N:9]=[N:8]1.[Cl:16][C:17]1[C:25]([C:26]([F:29])([F:28])[F:27])=[CH:24][CH:23]=[CH:22][C:18]=1[C:19](Cl)=[O:20].CCN(CC)CC, predict the reaction product. The product is: [Cl:16][C:17]1[C:25]([C:26]([F:28])([F:29])[F:27])=[CH:24][CH:23]=[CH:22][C:18]=1[C:19]([N:12]1[CH2:13][CH2:14][C:15]2[N:7]([C:2]3[CH:3]=[CH:4][CH:5]=[CH:6][N:1]=3)[N:8]=[N:9][C:10]=2[CH2:11]1)=[O:20]. (7) Given the reactants [F:1][C:2]1[CH:7]=[CH:6][C:5]([NH:8][C:9](=[O:14])[C:10]([CH3:13])([CH3:12])[CH3:11])=[CH:4][C:3]=1[O:15][CH3:16].[Li]CCCC.[CH2:22]1[O:25][CH:23]1[CH3:24], predict the reaction product. The product is: [F:1][C:2]1[CH:7]=[CH:6][C:5]([NH:8][C:9](=[O:14])[C:10]([CH3:11])([CH3:12])[CH3:13])=[C:4]([CH2:22][CH:23]([OH:25])[CH3:24])[C:3]=1[O:15][CH3:16].